The task is: Predict which catalyst facilitates the given reaction.. This data is from Catalyst prediction with 721,799 reactions and 888 catalyst types from USPTO. (1) Reactant: [C:1]([C@@H]1CCN(N)C1)([O:3][C:4]([CH3:7])([CH3:6])[CH3:5])=[O:2].[CH2:14]([N:16]([CH2:19][CH3:20])[CH2:17][CH3:18])[CH3:15].ClC1C2[C:26](=[CH:27][C:28]([CH3:32])=[CH:29][CH:30]=2)[N:25]=[C:24]([C:33]2[CH:38]=[CH:37][CH:36]=[CH:35][C:34]=2[OH:39])[N:23]=1.O.C[N:42](C=O)C. Product: [OH:39][C:34]1[CH:35]=[CH:36][CH:37]=[CH:38][C:33]=1[C:24]1[N:23]=[C:14]([N:16]2[CH2:19][CH2:20][C@@H:18]([NH:42][C:1](=[O:2])[O:3][C:4]([CH3:7])([CH3:6])[CH3:5])[CH2:17]2)[C:15]2[C:26](=[CH:27][C:28]([CH3:32])=[CH:29][CH:30]=2)[N:25]=1. The catalyst class is: 2. (2) Reactant: [Br:1][C:2]1[CH:7]=[CH:6][C:5]([C:8]2[O:12][N:11]=[C:10]([CH3:13])[C:9]=2C(O)=O)=[CH:4][CH:3]=1.C([N:19]([CH2:22]C)CC)C.C1(P(N=[N+]=[N-])(C2C=CC=CC=2)=[O:31])C=CC=CC=1.[C:41]1([C@H:47]([OH:49])[CH3:48])[CH:46]=[CH:45][CH:44]=[CH:43][CH:42]=1. Product: [C:41]1([C@H:47]([O:49][C:22](=[O:31])[NH:19][C:9]2[C:10]([CH3:13])=[N:11][O:12][C:8]=2[C:5]2[CH:4]=[CH:3][C:2]([Br:1])=[CH:7][CH:6]=2)[CH3:48])[CH:46]=[CH:45][CH:44]=[CH:43][CH:42]=1. The catalyst class is: 11. (3) Reactant: Cl.C([O:6][C:7]([N:9]1[CH2:12][CH:11]([O:13][C:14]2[CH:19]=[CH:18][CH:17]=[CH:16][C:15]=2[C:20]([N:22]2[CH2:36][C:25]3=[C:26]4[N:31]([N:32]=[C:24]3[CH2:23]2)[C:30]([CH3:33])=[C:29]([Cl:34])[C:28]([CH3:35])=[N:27]4)=[O:21])[CH2:10]1)=[O:8])(C)(C)C. Product: [CH:7]([OH:8])=[O:6].[NH:9]1[CH2:12][CH:11]([O:13][C:14]2[CH:19]=[CH:18][CH:17]=[CH:16][C:15]=2[C:20]([N:22]2[CH2:36][C:25]3=[C:26]4[N:31]([N:32]=[C:24]3[CH2:23]2)[C:30]([CH3:33])=[C:29]([Cl:34])[C:28]([CH3:35])=[N:27]4)=[O:21])[CH2:10]1. The catalyst class is: 12. (4) Reactant: [N:1]1[CH:6]=[CH:5][C:4]([C:7](=[O:20])[C:8]#[C:9][C:10]2([O:15][Si](C)(C)C)[CH2:14][CH2:13][CH2:12][CH2:11]2)=[CH:3][CH:2]=1.CC1C=CC(S(O)(=O)=O)=CC=1. Product: [OH:15][C:10]1([C:9]#[C:8][C:7]([C:4]2[CH:3]=[CH:2][N:1]=[CH:6][CH:5]=2)=[O:20])[CH2:14][CH2:13][CH2:12][CH2:11]1. The catalyst class is: 34.